From a dataset of Peptide-MHC class I binding affinity with 185,985 pairs from IEDB/IMGT. Regression. Given a peptide amino acid sequence and an MHC pseudo amino acid sequence, predict their binding affinity value. This is MHC class I binding data. The peptide sequence is ETKGKRRLL. The MHC is HLA-A69:01 with pseudo-sequence HLA-A69:01. The binding affinity (normalized) is 0.0847.